From a dataset of Full USPTO retrosynthesis dataset with 1.9M reactions from patents (1976-2016). Predict the reactants needed to synthesize the given product. (1) Given the product [C:1]1([S:7]([N:10]2[C:14]3=[N:15][CH:16]=[CH:17][CH:18]=[C:13]3[CH:12]=[C:11]2[C:19](=[O:27])[CH2:20][CH:35]2[CH2:36][CH2:37][CH2:38][CH2:39][O:41]2)(=[O:8])=[O:9])[CH:2]=[CH:3][CH:4]=[CH:5][CH:6]=1, predict the reactants needed to synthesize it. The reactants are: [C:1]1([S:7]([N:10]2[C:14]3=[N:15][CH:16]=[CH:17][CH:18]=[C:13]3[CH:12]=[C:11]2[CH:19]([OH:27])[CH2:20]C2CCOCC2)(=[O:9])=[O:8])[CH:6]=[CH:5][CH:4]=[CH:3][CH:2]=1.CC(OI1(OC(C)=O)(OC(C)=O)[O:41][C:39](=O)[C:38]2[CH:37]=[CH:36][CH:35]=CC1=2)=O. (2) Given the product [CH:18]([O:17][C:15]1[C:14]([N+:21]([O-:23])=[O:22])=[CH:13][C:12]([CH3:24])=[C:11]([C:4]2[CH:5]=[CH:6][N:1]=[CH:2][CH:3]=2)[CH:16]=1)([CH3:20])[CH3:19], predict the reactants needed to synthesize it. The reactants are: [N:1]1[CH:6]=[CH:5][C:4](B(O)O)=[CH:3][CH:2]=1.Cl[C:11]1[CH:16]=[C:15]([O:17][CH:18]([CH3:20])[CH3:19])[C:14]([N+:21]([O-:23])=[O:22])=[CH:13][C:12]=1[CH3:24].[O-]P([O-])([O-])=O.[K+].[K+].[K+]. (3) Given the product [C:1]1([NH:7][CH:8]([CH2:14][C:15]2[CH:20]=[CH:19][C:18]([O:21][CH2:22][CH2:23][NH:24][C:25](=[O:38])[C:26]3[CH:27]=[CH:28][C:29]([C:32]4[CH:37]=[CH:36][CH:35]=[CH:34][N:33]=4)=[CH:30][CH:31]=3)=[CH:17][CH:16]=2)[C:9]([OH:11])=[O:10])[CH:6]=[CH:5][CH:4]=[CH:3][CH:2]=1, predict the reactants needed to synthesize it. The reactants are: [C:1]1([NH:7][CH:8]([CH2:14][C:15]2[CH:20]=[CH:19][C:18]([O:21][CH2:22][CH2:23][NH:24][C:25](=[O:38])[C:26]3[CH:31]=[CH:30][C:29]([C:32]4[CH:37]=[CH:36][CH:35]=[CH:34][N:33]=4)=[CH:28][CH:27]=3)=[CH:17][CH:16]=2)[C:9]([O:11]CC)=[O:10])[CH:6]=[CH:5][CH:4]=[CH:3][CH:2]=1.[OH-].[Na+].